This data is from NCI-60 drug combinations with 297,098 pairs across 59 cell lines. The task is: Regression. Given two drug SMILES strings and cell line genomic features, predict the synergy score measuring deviation from expected non-interaction effect. Drug 1: CC12CCC3C(C1CCC2O)C(CC4=C3C=CC(=C4)O)CCCCCCCCCS(=O)CCCC(C(F)(F)F)(F)F. Drug 2: CNC(=O)C1=NC=CC(=C1)OC2=CC=C(C=C2)NC(=O)NC3=CC(=C(C=C3)Cl)C(F)(F)F. Cell line: LOX IMVI. Synergy scores: CSS=-3.16, Synergy_ZIP=1.20, Synergy_Bliss=-1.13, Synergy_Loewe=-0.795, Synergy_HSA=-3.69.